From a dataset of Full USPTO retrosynthesis dataset with 1.9M reactions from patents (1976-2016). Predict the reactants needed to synthesize the given product. (1) Given the product [CH3:1][O:2][C:3]1([CH3:38])[C:8]2[C:7](=[N:12][C:11]([C:13]3[CH:18]=[CH:17][C:16]([CH3:19])=[CH:15][CH:14]=3)=[C:10]([C:20]3[CH:21]=[CH:22][C:23]([CH3:26])=[CH:24][CH:25]=3)[N:9]=2)[N:6]([CH2:27][CH2:28][CH2:29][CH2:30][CH2:31][CH2:32][C:33]([OH:35])=[O:34])[CH2:5][CH2:4]1, predict the reactants needed to synthesize it. The reactants are: [CH3:1][O:2][C:3]1([CH3:38])[C:8]2=[N:9][C:10]([C:20]3[CH:25]=[CH:24][C:23]([CH3:26])=[CH:22][CH:21]=3)=[C:11]([C:13]3[CH:18]=[CH:17][C:16]([CH3:19])=[CH:15][CH:14]=3)[N:12]=[C:7]2[N:6]([CH2:27][CH2:28][CH2:29][CH2:30][CH2:31][CH2:32][C:33]([O:35]CC)=[O:34])[CH2:5][CH2:4]1.OC1(C)C2=NC(C3C=CC(C)=CC=3)=C(C3C=CC(C)=CC=3)N=C2N(CCCCCCC(OCC)=O)CC1.[OH-].[Na+].C(OCC)(=O)C.Cl. (2) Given the product [F:53][C:54]1[CH:55]=[C:56]([CH:60]2[CH2:65][CH2:64][CH2:63][N:62]([C:2]3[C:11]4[C:6](=[CH:7][C:8]([S:12]([NH:15][C:16]5[CH:21]=[CH:20][N:19]=[CH:18][N:17]=5)(=[O:14])=[O:13])=[CH:9][CH:10]=4)[CH:5]=[CH:4][N:3]=3)[CH2:61]2)[CH:57]=[CH:58][CH:59]=1, predict the reactants needed to synthesize it. The reactants are: Cl[C:2]1[C:11]2[C:6](=[CH:7][C:8]([S:12]([NH:15][C:16]3[CH:21]=[CH:20][N:19]=[CH:18][N:17]=3)(=[O:14])=[O:13])=[CH:9][CH:10]=2)[CH:5]=[CH:4][N:3]=1.[Cl-].C(C1C=CC=C(CCC)C=1[N+]1C=CN(C2C(CCC)=CC=CC=2CCC)C=1)CC.Cl.[F:53][C:54]1[CH:55]=[C:56]([CH:60]2[CH2:65][CH2:64][CH2:63][NH:62][CH2:61]2)[CH:57]=[CH:58][CH:59]=1.CC(C)([O-])C.[Na+]. (3) The reactants are: [F:1][C:2]1[CH:7]=[C:6]([CH2:8][OH:9])[CH:5]=[C:4](F)[N:3]=1.[NH3:11]. Given the product [NH2:11][C:4]1[CH:5]=[C:6]([CH2:8][OH:9])[CH:7]=[C:2]([F:1])[N:3]=1, predict the reactants needed to synthesize it.